Dataset: Full USPTO retrosynthesis dataset with 1.9M reactions from patents (1976-2016). Task: Predict the reactants needed to synthesize the given product. (1) Given the product [C:12]([O:11][C:9](=[O:10])[NH:16][CH2:17][C:18]1[CH:24]=[CH:23][CH:22]=[C:20]([NH2:21])[CH:19]=1)([CH3:13])([CH3:14])[CH3:15], predict the reactants needed to synthesize it. The reactants are: [C:12]([O:11][C:9](O[C:9]([O:11][C:12]([CH3:15])([CH3:14])[CH3:13])=[O:10])=[O:10])([CH3:15])([CH3:14])[CH3:13].[NH2:16][CH2:17][C:18]1[CH:19]=[C:20]([CH:22]=[CH:23][CH:24]=1)[NH2:21]. (2) The reactants are: [OH:1][CH2:2][C@@H:3]1[S:7][CH2:6][CH2:5][O:4]1.[C:8](Cl)(=[O:15])[C:9]1[CH:14]=[CH:13][CH:12]=[CH:11][CH:10]=1.C(N(CC)CC)C. Given the product [C:8]([O:1][CH2:2][C@@H:3]1[S:7][CH2:6][CH2:5][O:4]1)(=[O:15])[C:9]1[CH:14]=[CH:13][CH:12]=[CH:11][CH:10]=1, predict the reactants needed to synthesize it. (3) Given the product [O:1]1[CH2:5][CH2:4][CH2:3][CH:2]1[C@H:6]([NH:8][C:9]([C:11]1[C:19]2[C:14](=[N:15][CH:16]=[C:17]([C:20]3[C:28]4[C:23](=[CH:24][C:25]([F:29])=[CH:26][CH:27]=4)[N:22]([CH3:30])[N:21]=3)[N:18]=2)[N:13]([CH2:31][O:32][CH2:33][CH2:34][Si:35]([CH3:36])([CH3:38])[CH3:37])[CH:12]=1)=[O:10])[CH3:7], predict the reactants needed to synthesize it. The reactants are: [O:1]1[CH:5]=[CH:4][CH:3]=[C:2]1[C@H:6]([NH:8][C:9]([C:11]1[C:19]2[C:14](=[N:15][CH:16]=[C:17]([C:20]3[C:28]4[C:23](=[CH:24][C:25]([F:29])=[CH:26][CH:27]=4)[N:22]([CH3:30])[N:21]=3)[N:18]=2)[N:13]([CH2:31][O:32][CH2:33][CH2:34][Si:35]([CH3:38])([CH3:37])[CH3:36])[CH:12]=1)=[O:10])[CH3:7]. (4) Given the product [Cl:22][C:15]1[CH:14]=[C:10]2[C:11]([O:13][C:1](=[O:2])[NH:8][C:9]2=[CH:17][CH:16]=1)=[O:12], predict the reactants needed to synthesize it. The reactants are: [C:1]([NH:8][C:9]1[CH:17]=[CH:16][CH:15]=[C:14](Cl)[C:10]=1[C:11]([OH:13])=[O:12])(OC(C)(C)C)=[O:2].C(Cl)(=O)C([Cl:22])=O.